From a dataset of Catalyst prediction with 721,799 reactions and 888 catalyst types from USPTO. Predict which catalyst facilitates the given reaction. (1) Reactant: [N:1]1[N:2]=[CH:3][NH:4][CH:5]=1.C(=O)([O-])[O-].[K+].[K+].[Br:12][C:13]1[CH:18]=[CH:17][C:16]([C:19]2([C:22]([F:30])([F:29])[C:23]3[CH:28]=[CH:27][CH:26]=[CH:25][N:24]=3)[CH2:21][O:20]2)=[CH:15][CH:14]=1.O. Product: [Br:12][C:13]1[CH:14]=[CH:15][C:16]([C:19]([OH:20])([CH2:21][N:1]2[CH:5]=[N:4][CH:3]=[N:2]2)[C:22]([F:29])([F:30])[C:23]2[CH:28]=[CH:27][CH:26]=[CH:25][N:24]=2)=[CH:17][CH:18]=1. The catalyst class is: 42. (2) Reactant: Cl.C[O:3][CH:4](OC)[CH2:5][NH:6][C:7]([C:9]1[NH:10][N:11]=[C:12]([CH2:14][O:15][C:16]2[CH:21]=[CH:20][CH:19]=[CH:18][CH:17]=2)[CH:13]=1)=[O:8]. Product: [OH:3][CH:4]1[N:10]2[N:11]=[C:12]([CH2:14][O:15][C:16]3[CH:21]=[CH:20][CH:19]=[CH:18][CH:17]=3)[CH:13]=[C:9]2[C:7](=[O:8])[NH:6][CH2:5]1. The catalyst class is: 283.